This data is from Full USPTO retrosynthesis dataset with 1.9M reactions from patents (1976-2016). The task is: Predict the reactants needed to synthesize the given product. (1) Given the product [CH2:17]([C:19]([C:37]1[CH:42]=[CH:41][C:40]([C:6]2[CH:7]=[CH:8][CH:9]=[C:4]([C:1]([OH:3])=[O:2])[CH:5]=2)=[C:39]([CH3:51])[CH:38]=1)([C:22]1[CH:27]=[CH:26][C:25](/[CH:28]=[CH:29]/[C:30]([CH2:31][CH3:32])([OH:33])[CH2:34][CH3:35])=[C:24]([CH3:36])[CH:23]=1)[CH2:20][CH3:21])[CH3:18], predict the reactants needed to synthesize it. The reactants are: [C:1]([C:4]1[CH:5]=[C:6](B)[CH:7]=[CH:8][CH:9]=1)([OH:3])=[O:2].C(=O)([O-])[O-].[K+].[K+].[CH2:17]([C:19]([C:37]1[CH:42]=[CH:41][C:40](OS(C(F)(F)F)(=O)=O)=[C:39]([CH3:51])[CH:38]=1)([C:22]1[CH:27]=[CH:26][C:25](/[CH:28]=[CH:29]/[C:30]([CH2:34][CH3:35])([OH:33])[CH2:31][CH3:32])=[C:24]([CH3:36])[CH:23]=1)[CH2:20][CH3:21])[CH3:18].O. (2) Given the product [CH:1]1([N:4]([CH2:39][C:40]2[CH:45]=[CH:44][CH:43]=[C:42]([Cl:46])[C:41]=2[Cl:47])[C:5](=[O:38])[CH:6]([CH2:18][C:19]2[CH:24]=[CH:23][C:22]([O:25][CH2:26][CH2:27][O:28][C:29]3[C:34]([Cl:35])=[CH:33][C:32]([CH3:36])=[CH:31][C:30]=3[Cl:37])=[CH:21][CH:20]=2)[CH2:7][NH:8][CH2:9][CH2:10][CH2:11][CH2:12][CH2:13][C:14]([OH:16])=[O:15])[CH2:2][CH2:3]1, predict the reactants needed to synthesize it. The reactants are: [CH:1]1([N:4]([CH2:39][C:40]2[CH:45]=[CH:44][CH:43]=[C:42]([Cl:46])[C:41]=2[Cl:47])[C:5](=[O:38])[CH:6]([CH2:18][C:19]2[CH:24]=[CH:23][C:22]([O:25][CH2:26][CH2:27][O:28][C:29]3[C:34]([Cl:35])=[CH:33][C:32]([CH3:36])=[CH:31][C:30]=3[Cl:37])=[CH:21][CH:20]=2)[CH2:7][NH:8][CH2:9][CH2:10][CH2:11][CH2:12][CH2:13][C:14]([O:16]C)=[O:15])[CH2:3][CH2:2]1.CO.[OH-].[Na+]. (3) Given the product [NH2:27][C:24]1[CH:25]=[CH:26][C:21]([CH2:20][NH:19][C:16]2[CH:15]=[CH:14][C:13]([S:10]([NH:9][C:4]3[N:3]=[C:2]([CH3:1])[CH:7]=[C:6]([CH3:8])[N:5]=3)(=[O:12])=[O:11])=[CH:18][CH:17]=2)=[CH:22][CH:23]=1, predict the reactants needed to synthesize it. The reactants are: [CH3:1][C:2]1[CH:7]=[C:6]([CH3:8])[N:5]=[C:4]([NH:9][S:10]([C:13]2[CH:18]=[CH:17][C:16]([NH:19][CH2:20][C:21]3[CH:26]=[CH:25][C:24]([N+:27]([O-])=O)=[CH:23][CH:22]=3)=[CH:15][CH:14]=2)(=[O:12])=[O:11])[N:3]=1.O.[NH3+]N. (4) Given the product [Br:39][C:11]1[NH:10][C:9]2[CH:12]=[C:13]([C:15]([O:17][C:24]([CH3:27])([CH3:26])[CH3:25])=[O:16])[S:14][C:8]=2[C:7]=1[CH:1]1[CH2:2][CH2:3][CH2:4][CH2:5][CH2:6]1, predict the reactants needed to synthesize it. The reactants are: [CH:1]1([C:7]2[C:8]3[S:14][C:13]([C:15]([OH:17])=[O:16])=[CH:12][C:9]=3[NH:10][CH:11]=2)[CH2:6][CH2:5][CH2:4][CH2:3][CH2:2]1.C(NC(=NC(C)C)O[C:24]([CH3:27])([CH3:26])[CH3:25])(C)C.C1C(=O)N([Br:39])C(=O)C1.